This data is from HIV replication inhibition screening data with 41,000+ compounds from the AIDS Antiviral Screen. The task is: Binary Classification. Given a drug SMILES string, predict its activity (active/inactive) in a high-throughput screening assay against a specified biological target. (1) The drug is N=C(N)NCCCC(NCc1c2ccccc2nc2ccccc12)C(=O)O. The result is 0 (inactive). (2) The compound is Oc1ccc(C2Oc3cc(O)cc4c3C(=[O+][AlH3-3]35([O+]=C6c7c(cc(O)cc7[OH+]3)OC(c3ccc(O)cc3O)C6O)([O+]=C3c6c(cc(O)cc6[OH+]5)OC(c5ccc(O)cc5O)C3O)[OH+]4)C2O)c(O)c1. The result is 0 (inactive).